This data is from NCI-60 drug combinations with 297,098 pairs across 59 cell lines. The task is: Regression. Given two drug SMILES strings and cell line genomic features, predict the synergy score measuring deviation from expected non-interaction effect. (1) Drug 2: CN(CC1=CN=C2C(=N1)C(=NC(=N2)N)N)C3=CC=C(C=C3)C(=O)NC(CCC(=O)O)C(=O)O. Drug 1: C1=CN(C=N1)CC(O)(P(=O)(O)O)P(=O)(O)O. Synergy scores: CSS=42.7, Synergy_ZIP=6.63, Synergy_Bliss=5.83, Synergy_Loewe=-33.0, Synergy_HSA=4.08. Cell line: SNB-19. (2) Drug 1: CC1=C2C(C(=O)C3(C(CC4C(C3C(C(C2(C)C)(CC1OC(=O)C(C(C5=CC=CC=C5)NC(=O)OC(C)(C)C)O)O)OC(=O)C6=CC=CC=C6)(CO4)OC(=O)C)OC)C)OC. Drug 2: CN1C(=O)N2C=NC(=C2N=N1)C(=O)N. Cell line: HS 578T. Synergy scores: CSS=43.3, Synergy_ZIP=2.76, Synergy_Bliss=0.893, Synergy_Loewe=-33.0, Synergy_HSA=0.355. (3) Drug 1: C(=O)(N)NO. Drug 2: C#CCC(CC1=CN=C2C(=N1)C(=NC(=N2)N)N)C3=CC=C(C=C3)C(=O)NC(CCC(=O)O)C(=O)O. Cell line: MDA-MB-435. Synergy scores: CSS=9.06, Synergy_ZIP=-1.39, Synergy_Bliss=2.09, Synergy_Loewe=4.53, Synergy_HSA=2.48.